Dataset: Forward reaction prediction with 1.9M reactions from USPTO patents (1976-2016). Task: Predict the product of the given reaction. (1) The product is: [Cl:9][C:6]1[C:7]2[CH:15]=[C:13]([C:12]([OH:17])=[O:16])[NH:1][C:2]=2[C:3](=[O:11])[N:4]([CH3:10])[N:5]=1. Given the reactants [NH2:1][C:2]1[C:3](=[O:11])[N:4]([CH3:10])[N:5]=[C:6]([Cl:9])[C:7]=1I.[C:12]([OH:17])(=[O:16])[C:13]([CH3:15])=O.N12CCN(CC1)CC2, predict the reaction product. (2) Given the reactants [CH3:1][O:2][C:3]1[N:8]=[CH:7][C:6]([C:9]2[N:13]([C:14]3[CH:19]=[CH:18][CH:17]=[CH:16][N:15]=3)[N:12]=[C:11]([C:20]([OH:22])=O)[CH:10]=2)=[CH:5][CH:4]=1.[C:23]([NH2:27])([CH3:26])([CH3:25])[CH3:24], predict the reaction product. The product is: [C:23]([NH:27][C:20]([C:11]1[CH:10]=[C:9]([C:6]2[CH:7]=[N:8][C:3]([O:2][CH3:1])=[CH:4][CH:5]=2)[N:13]([C:14]2[CH:19]=[CH:18][CH:17]=[CH:16][N:15]=2)[N:12]=1)=[O:22])([CH3:26])([CH3:25])[CH3:24].